Dataset: Peptide-MHC class I binding affinity with 185,985 pairs from IEDB/IMGT. Task: Regression. Given a peptide amino acid sequence and an MHC pseudo amino acid sequence, predict their binding affinity value. This is MHC class I binding data. (1) The peptide sequence is IVTRIVELL. The MHC is HLA-A02:01 with pseudo-sequence HLA-A02:01. The binding affinity (normalized) is 0.386. (2) The peptide sequence is TQIGCTLNF. The MHC is HLA-A01:01 with pseudo-sequence HLA-A01:01. The binding affinity (normalized) is 0.0890.